This data is from Full USPTO retrosynthesis dataset with 1.9M reactions from patents (1976-2016). The task is: Predict the reactants needed to synthesize the given product. (1) Given the product [Cl-:29].[C:1]([O:5][C:6]([CH2:7][N:8]1[C:12]2[CH:13]=[CH:14][CH:15]=[CH:16][C:11]=2[N:10]=[C:9]1[S:17][CH2:18][CH2:19][NH3+:20])=[O:28])([CH3:4])([CH3:3])[CH3:2], predict the reactants needed to synthesize it. The reactants are: [C:1]([O:5][C:6](=[O:28])[CH2:7][N:8]1[C:12]2[CH:13]=[CH:14][CH:15]=[CH:16][C:11]=2[N:10]=[C:9]1[S:17][CH2:18][CH2:19][NH:20]C(OC(C)(C)C)=O)([CH3:4])([CH3:3])[CH3:2].[ClH:29]. (2) Given the product [NH2:1][CH2:2][CH2:3][C:4]1[CH:9]=[CH:8][CH:7]=[CH:6][C:5]=1[O:31][C:14]1[CH:26]=[CH:25][C:17]([C:18]([O:20][C:21]([CH3:24])([CH3:23])[CH3:22])=[O:19])=[CH:16][CH:15]=1, predict the reactants needed to synthesize it. The reactants are: [NH2:1][CH2:2][CH2:3][C:4]1[CH:9]=[CH:8][C:7](O)=[CH:6][CH:5]=1.[H-].[K+].F[C:14]1[CH:26]=[CH:25][C:17]([C:18]([O:20][C:21]([CH3:24])([CH3:23])[CH3:22])=[O:19])=[CH:16][CH:15]=1.CN(C=[O:31])C. (3) Given the product [NH2:21][C:3]1[C:2]([Cl:1])=[C:10]([NH:11][S:12]([CH2:15][CH2:16][CH3:17])(=[O:14])=[O:13])[CH:9]=[CH:8][C:7]=1[Cl:18], predict the reactants needed to synthesize it. The reactants are: [Cl:1][C:2]1[C:10]([NH:11][S:12]([CH2:15][CH2:16][CH3:17])(=[O:14])=[O:13])=[CH:9][CH:8]=[C:7]([Cl:18])[C:3]=1C(O)=O.C([N:21](CC)CC)C.C1C=CC(OP(OC2C=CC=CC=2)(N=[N+]=[N-])=O)=CC=1.O. (4) Given the product [ClH:1].[Cl:1][C:2]1[CH:7]=[C:6]([S:8]([C:11]2[S:15][C:14]([CH2:16][NH:17][CH3:18])=[N:13][C:12]=2[C:26]2[C:27]([F:32])=[N:28][CH:29]=[CH:30][CH:31]=2)(=[O:9])=[O:10])[CH:5]=[CH:4][N:3]=1, predict the reactants needed to synthesize it. The reactants are: [Cl:1][C:2]1[CH:7]=[C:6]([S:8]([C:11]2[S:15][C:14]([CH2:16][N:17](C)[C:18](=O)OC(C)(C)C)=[N:13][C:12]=2[C:26]2[C:27]([F:32])=[N:28][CH:29]=[CH:30][CH:31]=2)(=[O:10])=[O:9])[CH:5]=[CH:4][N:3]=1.C(OCC)(=O)C.C(OCC)(=O)C.Cl. (5) Given the product [CH2:19]([N:3]([CH2:1][CH3:2])[CH2:4][CH2:5][N:6]1[C:15]2[C:10](=[CH:11][C:12]([NH2:16])=[CH:13][CH:14]=2)[CH2:9][CH2:8][CH2:7]1)[CH3:20], predict the reactants needed to synthesize it. The reactants are: [CH2:1]([N:3]([CH2:19][CH3:20])[CH2:4][CH2:5][N:6]1[C:15]2[C:10](=[CH:11][C:12]([N+:16]([O-])=O)=[CH:13][CH:14]=2)[CH2:9][CH2:8][CH2:7]1)[CH3:2].[H][H].